Dataset: Plasma protein binding rate (PPBR) regression data from AstraZeneca. Task: Regression/Classification. Given a drug SMILES string, predict its absorption, distribution, metabolism, or excretion properties. Task type varies by dataset: regression for continuous measurements (e.g., permeability, clearance, half-life) or binary classification for categorical outcomes (e.g., BBB penetration, CYP inhibition). For this dataset (ppbr_az), we predict Y. (1) The molecule is O=C(O)c1c(O)c(Cc2ccc(Cl)cc2)nc2c3c(ccc12)CCCC3. The Y is 99.9 %. (2) The drug is CO[C@@]1(NC(=O)CSCC#N)C(=O)N2C(C(=O)O)=C(CSc3nnnn3C)CS[C@@H]21. The Y is 80.7 %. (3) The molecule is Cc1cc(N2CCC[C@@H]2C(=O)NCCc2ccc3c(c2)OCO3)nc(-n2ccnc2)n1. The Y is 81.0 %. (4) The drug is CNCCC(Oc1ccc(C(F)(F)F)cc1)c1ccccc1. The Y is 95.7 %. (5) The Y is 95.4 %. The drug is O=C(c1ccccc1)N1CCC(c2nc3ccccc3o2)CC1. (6) The molecule is Nc1nc2ccc(-c3ccncc3)cc2s1. The Y is 88.1 %. (7) The molecule is Cc1ccc(-c2cc(C(F)(F)F)nn2-c2ccc(S(N)(=O)=O)cc2)cc1. The Y is 98.9 %. (8) The drug is CNC(=O)c1cc(C(=O)c2ccc(Cl)cc2)c(Br)[nH]1. The Y is 98.6 %. (9) The molecule is CN(CCNCCc1ccc(O)c2nc(O)sc12)C(=O)CCOCCc1ccccc1. The Y is 89.3 %.